From a dataset of Forward reaction prediction with 1.9M reactions from USPTO patents (1976-2016). Predict the product of the given reaction. (1) Given the reactants O[CH2:2][CH2:3][N:4]1[CH2:27][CH2:26][C:7]2[N:8]([CH2:15][C:16]3[CH:25]=[CH:24][C:19]([C:20]([O:22][CH3:23])=[O:21])=[CH:18][CH:17]=3)[C:9]3[CH:10]=[CH:11][CH:12]=[CH:13][C:14]=3[C:6]=2[C:5]1=[O:28].C(Br)(Br)(Br)Br.C1(P(C2C=CC=CC=2)C2C=CC=CC=2)C=CC=CC=1.[CH3:53][N:54]1[CH2:59][CH2:58][NH:57][CH2:56][CH2:55]1, predict the reaction product. The product is: [CH3:53][N:54]1[CH2:59][CH2:58][N:57]([CH2:2][CH2:3][N:4]2[CH2:27][CH2:26][C:7]3[N:8]([CH2:15][C:16]4[CH:25]=[CH:24][C:19]([C:20]([O:22][CH3:23])=[O:21])=[CH:18][CH:17]=4)[C:9]4[CH:10]=[CH:11][CH:12]=[CH:13][C:14]=4[C:6]=3[C:5]2=[O:28])[CH2:56][CH2:55]1. (2) Given the reactants Cl.[F:2][C:3]1[CH:4]=[C:5]2[C:9](=[CH:10][C:11]=1[CH2:12][NH:13][C:14]1[C:15]3[C:16](=[N:20][N:21]([CH2:23][C:24]4[CH:29]=[CH:28][C:27]([CH2:30][N:31]5[CH:36]=[CH:35][CH:34]=[CH:33][C:32]5=[O:37])=[CH:26][CH:25]=4)[CH:22]=3)[N:17]=[CH:18][N:19]=1)[CH2:8][N:7](C(OC(C)(C)C)=O)[CH2:6]2, predict the reaction product. The product is: [F:2][C:3]1[CH:4]=[C:5]2[C:9]([CH2:8][NH:7][CH2:6]2)=[CH:10][C:11]=1[CH2:12][NH:13][C:14]1[C:15]2[C:16](=[N:20][N:21]([CH2:23][C:24]3[CH:25]=[CH:26][C:27]([CH2:30][N:31]4[CH:36]=[CH:35][CH:34]=[CH:33][C:32]4=[O:37])=[CH:28][CH:29]=3)[CH:22]=2)[N:17]=[CH:18][N:19]=1. (3) Given the reactants O=P12OP3(OP(OP(O3)(O1)=O)(=O)O2)=O.Cl.C(N(CC)CC)C.[Cl:23][C:24]1[CH:25]=[C:26]([CH:28]=[CH:29][C:30]=1[F:31])[NH2:27].[N:32]1[CH:37]=[CH:36][C:35]([CH2:38][C:39]2[C:48]3[C:43](=[CH:44][CH:45]=[CH:46][CH:47]=3)[C:42](=O)[NH:41][N:40]=2)=[CH:34][CH:33]=1.[OH-].[Na+], predict the reaction product. The product is: [Cl:23][C:24]1[CH:25]=[C:26]([CH:28]=[CH:29][C:30]=1[F:31])[NH:27][C:42]1[C:43]2[C:48](=[CH:47][CH:46]=[CH:45][CH:44]=2)[C:39]([CH2:38][C:35]2[CH:36]=[CH:37][N:32]=[CH:33][CH:34]=2)=[N:40][N:41]=1. (4) Given the reactants C[O:2][C:3](=[O:24])[C:4]1[CH:9]=[CH:8][CH:7]=[C:6]([CH2:10][C:11]2[NH:12][CH:13]=[C:14]([C:16]3[CH:21]=[CH:20][C:19]([C:22]#[N:23])=[CH:18][CH:17]=3)[N:15]=2)[CH:5]=1.C(C1C=CC(C2N=C(CC3C=C(C=CC=3)C(N)=O)NC=2)=CC=1)#N.[OH-].[Na+], predict the reaction product. The product is: [C:22]([C:19]1[CH:18]=[CH:17][C:16]([C:14]2[N:15]=[C:11]([CH2:10][C:6]3[CH:5]=[C:4]([CH:9]=[CH:8][CH:7]=3)[C:3]([OH:24])=[O:2])[NH:12][CH:13]=2)=[CH:21][CH:20]=1)#[N:23]. (5) Given the reactants [OH:1][CH2:2][CH2:3][CH2:4][O:5][C:6]1[CH:11]=[CH:10][C:9]([CH:12]2[CH2:17][CH2:16][N:15]([C:18]([O:20][C:21]([CH3:24])([CH3:23])[CH3:22])=[O:19])[CH2:14][CH:13]2[O:25][CH2:26][C:27]2[CH:36]=[CH:35][C:34]3[C:29](=[CH:30][CH:31]=[CH:32][CH:33]=3)[CH:28]=2)=[CH:8][CH:7]=1.[S:37](Cl)([CH3:40])(=[O:39])=[O:38], predict the reaction product. The product is: [CH3:40][S:37]([O:1][CH2:2][CH2:3][CH2:4][O:5][C:6]1[CH:11]=[CH:10][C:9]([CH:12]2[CH2:17][CH2:16][N:15]([C:18]([O:20][C:21]([CH3:22])([CH3:23])[CH3:24])=[O:19])[CH2:14][CH:13]2[O:25][CH2:26][C:27]2[CH:36]=[CH:35][C:34]3[C:29](=[CH:30][CH:31]=[CH:32][CH:33]=3)[CH:28]=2)=[CH:8][CH:7]=1)(=[O:39])=[O:38]. (6) The product is: [CH3:14][O:15][C:16]1[CH:23]=[CH:22][C:19]([CH2:20][O:5][CH2:4][CH:3]=[CH:2][CH2:1][O:6][CH2:20][C:19]2[CH:22]=[CH:23][C:16]([O:13][CH3:12])=[CH:17][CH:18]=2)=[CH:18][CH:17]=1. Given the reactants [CH2:1]([OH:6])[CH:2]=[CH:3][CH2:4][OH:5].[H-].[Na+].CN([CH:12]=[O:13])C.[CH3:14][O:15][C:16]1[CH:23]=[CH:22][C:19]([CH2:20]Cl)=[CH:18][CH:17]=1, predict the reaction product. (7) Given the reactants Cl[C:2]1[C:3]2[CH:11]([CH3:12])[CH2:10][C:9](=[O:13])[NH:8][C:4]=2[N:5]=[CH:6][N:7]=1.Cl.Cl.Cl.[N:17]1([CH2:22][CH2:23][N:24]2[CH:28]=[C:27]([C:29]([F:32])([F:31])[F:30])[N:26]=[C:25]2[CH:33]2[CH2:38][CH2:37][NH:36][CH2:35][CH2:34]2)[CH2:21][CH2:20][CH2:19][CH2:18]1.CN1CCCC1=O.C(N(C(C)C)CC)(C)C, predict the reaction product. The product is: [CH3:12][CH:11]1[C:3]2[C:2]([N:36]3[CH2:35][CH2:34][CH:33]([C:25]4[N:24]([CH2:23][CH2:22][N:17]5[CH2:18][CH2:19][CH2:20][CH2:21]5)[CH:28]=[C:27]([C:29]([F:31])([F:32])[F:30])[N:26]=4)[CH2:38][CH2:37]3)=[N:7][CH:6]=[N:5][C:4]=2[NH:8][C:9](=[O:13])[CH2:10]1. (8) Given the reactants Br[C:2]1[CH:3]=[C:4]2[C:9](=[CH:10][CH:11]=1)[N:8]=[CH:7][C:6]([C:12](=[O:14])[CH3:13])=[C:5]2[NH:15][C@H:16]1[CH2:21][CH2:20][C@H:19]([CH2:22][N:23]([CH3:25])[CH3:24])[CH2:18][CH2:17]1.[Cl:26][C:27]1[CH:32]=[C:31](B2OC(C)(C)C(C)(C)O2)[CH:30]=[C:29]([Cl:42])[C:28]=1[OH:43], predict the reaction product. The product is: [Cl:26][C:27]1[CH:32]=[C:31]([C:2]2[CH:3]=[C:4]3[C:9](=[CH:10][CH:11]=2)[N:8]=[CH:7][C:6]([C:12](=[O:14])[CH3:13])=[C:5]3[NH:15][C@H:16]2[CH2:21][CH2:20][C@H:19]([CH2:22][N:23]([CH3:24])[CH3:25])[CH2:18][CH2:17]2)[CH:30]=[C:29]([Cl:42])[C:28]=1[OH:43]. (9) Given the reactants [CH:1](I)([CH3:3])[CH3:2].C(=O)([O-])[O-].[K+].[K+].CN(C)C=O.[OH:16][N:17]=[C:18]([N:24]1[CH:28]=[N:27][CH:26]=[N:25]1)[C:19]([O:21][CH2:22][CH3:23])=[O:20], predict the reaction product. The product is: [CH:1]([O:16][N:17]=[C:18]([N:24]1[CH:28]=[N:27][CH:26]=[N:25]1)[C:19]([O:21][CH2:22][CH3:23])=[O:20])([CH3:3])[CH3:2]. (10) The product is: [F:25][C:26]1[CH:27]=[C:28]([NH:32][C:33]([NH:21][C:20]2[CH:22]=[CH:23][CH:24]=[C:18]([O:17][C:13]3[CH:14]=[C:15]4[C:10](=[CH:11][CH:12]=3)[N:9]=[CH:8][C:7]([N:4]3[CH2:5][CH2:6][O:1][CH2:2][CH2:3]3)=[N:16]4)[CH:19]=2)=[O:34])[CH:29]=[CH:30][CH:31]=1. Given the reactants [O:1]1[CH2:6][CH2:5][N:4]([C:7]2[CH:8]=[N:9][C:10]3[C:15]([N:16]=2)=[CH:14][C:13]([O:17][C:18]2[CH:19]=[C:20]([CH:22]=[CH:23][CH:24]=2)[NH2:21])=[CH:12][CH:11]=3)[CH2:3][CH2:2]1.[F:25][C:26]1[CH:31]=[CH:30][CH:29]=[C:28]([N:32]=[C:33]=[O:34])[CH:27]=1, predict the reaction product.